From a dataset of Forward reaction prediction with 1.9M reactions from USPTO patents (1976-2016). Predict the product of the given reaction. (1) The product is: [Br:1][C:2]1[N:6]=[C:5]([C:7](=[O:9])[CH3:8])[N:4]([CH3:10])[N:3]=1. Given the reactants [Br:1][C:2]1[N:6]=[C:5]([CH:7]([OH:9])[CH3:8])[N:4]([CH3:10])[N:3]=1.N1C=CC=CC=1.CC(OI1(OC(C)=O)(OC(C)=O)OC(=O)C2C=CC=CC1=2)=O, predict the reaction product. (2) Given the reactants [C:1]([O:5][C:6](=[O:15])[NH:7][C@H:8]1[CH2:13][CH2:12][C@@H:11]([NH2:14])[CH2:10][CH2:9]1)([CH3:4])(C)C.CCN(CC)CC.ClC(OC[C:28]1[CH:33]=[CH:32]C=[CH:30][CH:29]=1)=O.Cl, predict the reaction product. The product is: [CH2:1]([O:5][C:6](=[O:15])[NH:7][C@H:8]1[CH2:9][CH2:10][C@@H:11]([NH2:14])[CH2:12][CH2:13]1)[C:4]1[CH:32]=[CH:33][CH:28]=[CH:29][CH:30]=1. (3) Given the reactants [CH3:1][C:2]1([CH3:18])[CH:8]([CH3:9])[CH2:7][CH:6]([CH:10]2[CH2:16]CCCCC2)[C:5](=[O:17])[CH2:4][CH2:3]1.O1CCCC1, predict the reaction product. The product is: [C:4]([C:5]1([OH:17])[CH2:9][CH:8]2[CH2:7][CH:6]1[CH:10]([CH3:16])[C:2]2([CH3:1])[CH3:18])#[CH:3]. (4) The product is: [O:18]=[C:14]1[CH2:15][CH2:16][CH:17]([CH2:1][C:2]([O:4][CH3:19])=[O:3])[CH:13]1[CH2:8][CH2:9][CH2:10][CH2:11][CH3:12]. Given the reactants [C:1](O)(=O)[C:2]([OH:4])=[O:3].O[CH:8]([CH:13]1[CH2:17][CH2:16][CH2:15][C:14]1=[O:18])[CH2:9][CH2:10][CH2:11][CH3:12].[CH:19](=C1CCCC1=O)CCCC, predict the reaction product.